This data is from Full USPTO retrosynthesis dataset with 1.9M reactions from patents (1976-2016). The task is: Predict the reactants needed to synthesize the given product. Given the product [Br:17][C:18]1[CH:19]=[C:20]([CH:21]=[C:22]2[S:26][C:25](=[O:27])[NH:24][C:23]2=[O:28])[CH:29]=[CH:30][C:31]=1[N:32]1[CH2:33][CH2:34][CH:35]([NH:1][CH2:2][CH:3]([C:5]2[CH:6]=[CH:7][C:8]([OH:16])=[C:9]([NH:11][S:12]([CH3:15])(=[O:14])=[O:13])[CH:10]=2)[OH:4])[CH2:36][CH2:37]1, predict the reactants needed to synthesize it. The reactants are: [NH2:1][CH2:2][CH:3]([C:5]1[CH:6]=[CH:7][C:8]([OH:16])=[C:9]([NH:11][S:12]([CH3:15])(=[O:14])=[O:13])[CH:10]=1)[OH:4].[Br:17][C:18]1[CH:19]=[C:20]([CH:29]=[CH:30][C:31]=1[N:32]1[CH2:37][CH2:36][C:35](=O)[CH2:34][CH2:33]1)[CH:21]=[C:22]1[S:26][C:25](=[O:27])[NH:24][C:23]1=[O:28].